Predict the product of the given reaction. From a dataset of Forward reaction prediction with 1.9M reactions from USPTO patents (1976-2016). (1) Given the reactants [F:1][C:2]1[CH:7]=[C:6]([F:8])[C:5]([F:9])=[CH:4][C:3]=1[C:10](=[O:12])[CH3:11].[BH4-].[Na+], predict the reaction product. The product is: [F:1][C:2]1[CH:7]=[C:6]([F:8])[C:5]([F:9])=[CH:4][C:3]=1[CH:10]([OH:12])[CH3:11]. (2) Given the reactants F[C:2]1[C:7]([C:8]2[N:13]=[C:12]([CH3:14])[N:11]=[C:10]([NH2:15])[N:9]=2)=[CH:6][CH:5]=[CH:4][N:3]=1.[NH2:16][C:17]1[CH:18]=[CH:19][C:20]([O:23][CH3:24])=[N:21][CH:22]=1, predict the reaction product. The product is: [CH3:24][O:23][C:20]1[N:21]=[CH:22][C:17]([NH:16][C:2]2[C:7]([C:8]3[N:13]=[C:12]([CH3:14])[N:11]=[C:10]([NH2:15])[N:9]=3)=[CH:6][CH:5]=[CH:4][N:3]=2)=[CH:18][CH:19]=1. (3) Given the reactants [CH2:1]([S:8][C:9]1[C:17]2[C:12](=[CH:13][CH:14]=[C:15]([CH:18]=O)[CH:16]=2)[NH:11][N:10]=1)[C:2]1[CH:7]=[CH:6][CH:5]=[CH:4][CH:3]=1.[NH2:20][C:21]([CH3:25])=[CH:22][C:23]#[N:24], predict the reaction product. The product is: [CH2:1]([S:8][C:9]1[C:17]2[C:12](=[CH:13][CH:14]=[C:15]([CH:18]3[C:22]([C:23]#[N:24])=[C:21]([CH3:25])[NH:20][C:16]([CH3:15])=[C:17]3[C:9]#[N:10])[CH:16]=2)[NH:11][N:10]=1)[C:2]1[CH:7]=[CH:6][CH:5]=[CH:4][CH:3]=1. (4) Given the reactants [NH2:1][C:2]1[O:3][CH:4]([CH:8]([CH3:10])[CH3:9])[C:5](=[O:7])[N:6]=1.[Cl:11][C:12]1[CH:19]=[CH:18][CH:17]=[CH:16][C:13]=1[CH2:14]N, predict the reaction product. The product is: [Cl:11][C:12]1[CH:19]=[CH:18][CH:17]=[CH:16][C:13]=1[CH2:14][NH:1][C:2]1[O:3][CH:4]([CH:8]([CH3:10])[CH3:9])[C:5](=[O:7])[N:6]=1. (5) Given the reactants [CH3:1][C:2]1[N:7]=[C:6]([O:8][C:9]2[CH:16]=[CH:15][C:12]([C:13]#[N:14])=[CH:11][CH:10]=2)[CH:5]=[CH:4][C:3]=1[CH2:17][N:18]1[CH2:23][CH2:22][CH:21]([N:24]2[C@H:28]([C:29]3[CH:34]=[CH:33][CH:32]=[CH:31][CH:30]=3)[CH2:27][N:26]([CH:35]3[CH2:40][CH2:39][O:38][CH2:37][CH2:36]3)[C:25]2=[O:41])[CH2:20][CH2:19]1.C(O)(C(F)(F)F)=[O:43], predict the reaction product. The product is: [CH3:1][C:2]1[N:7]=[C:6]([O:8][C:9]2[CH:16]=[CH:15][C:12]([C:13]([NH2:14])=[O:43])=[CH:11][CH:10]=2)[CH:5]=[CH:4][C:3]=1[CH2:17][N:18]1[CH2:23][CH2:22][CH:21]([N:24]2[C@H:28]([C:29]3[CH:34]=[CH:33][CH:32]=[CH:31][CH:30]=3)[CH2:27][N:26]([CH:35]3[CH2:36][CH2:37][O:38][CH2:39][CH2:40]3)[C:25]2=[O:41])[CH2:20][CH2:19]1. (6) Given the reactants [C:1]([N:8]1[CH2:12][C@H:11]([OH:13])[CH2:10][C@H:9]1[CH2:14][OH:15])([O:3][C:4]([CH3:7])([CH3:6])[CH3:5])=[O:2].N1C=CN=C1.[C:21]([Si:25](Cl)([C:32]1[CH:37]=[CH:36][CH:35]=[CH:34][CH:33]=1)[C:26]1[CH:31]=[CH:30][CH:29]=[CH:28][CH:27]=1)([CH3:24])([CH3:23])[CH3:22].C(=O)(O)[O-].[Na+], predict the reaction product. The product is: [Si:25]([O:15][CH2:14][C@@H:9]1[CH2:10][C@@H:11]([OH:13])[CH2:12][N:8]1[C:1]([O:3][C:4]([CH3:7])([CH3:6])[CH3:5])=[O:2])([C:21]([CH3:24])([CH3:23])[CH3:22])([C:32]1[CH:33]=[CH:34][CH:35]=[CH:36][CH:37]=1)[C:26]1[CH:31]=[CH:30][CH:29]=[CH:28][CH:27]=1.